This data is from Full USPTO retrosynthesis dataset with 1.9M reactions from patents (1976-2016). The task is: Predict the reactants needed to synthesize the given product. (1) Given the product [I:29][C:12]1[CH:14]=[CH:15][C:9]([O:8][C:7]2[CH:16]=[CH:17][C:4]([O:3][C:2]([F:19])([F:18])[F:1])=[CH:5][CH:6]=2)=[CH:10][CH:11]=1, predict the reactants needed to synthesize it. The reactants are: [F:1][C:2]([F:19])([F:18])[O:3][C:4]1[CH:17]=[CH:16][C:7]([O:8][C:9]2[CH:15]=[CH:14][C:12](N)=[CH:11][CH:10]=2)=[CH:6][CH:5]=1.OS(O)(=O)=O.N([O-])=O.[Na+].[I-:29].[Na+]. (2) The reactants are: CN(C)[CH:3]=[CH:4][C:5]([C:7]1[CH:8]=[C:9]([CH:12]=[CH:13][CH:14]=1)[C:10]#[N:11])=O.[CH:16]1[CH:17]=[CH:18][C:19]([NH:22][C:23]([NH2:25])=[NH:24])=[CH:20][CH:21]=1. Given the product [C:19]1([NH:22][C:23]2[N:25]=[C:5]([C:7]3[CH:8]=[C:9]([CH:12]=[CH:13][CH:14]=3)[C:10]#[N:11])[CH:4]=[CH:3][N:24]=2)[CH:20]=[CH:21][CH:16]=[CH:17][CH:18]=1, predict the reactants needed to synthesize it. (3) Given the product [Cl:13][C:4]1[CH:3]=[C:2]([N:1]2[CH:25]=[N:35][N:36]=[N:37]2)[CH:7]=[CH:6][C:5]=1[CH2:8][C:9]([O:11][CH3:12])=[O:10], predict the reactants needed to synthesize it. The reactants are: [NH2:1][C:2]1[CH:7]=[CH:6][C:5]([CH2:8][C:9]([O:11][CH3:12])=[O:10])=[C:4]([Cl:13])[CH:3]=1.FC(F)(F)C(O[Si](C)(C)C)=O.[CH:25](OCC)(OCC)OCC.[N:35]([Si](C)(C)C)=[N+:36]=[N-:37]. (4) The reactants are: [CH:1]1([C:4]2[O:8][N:7]=[C:6]([C:9]3[C:14]([Cl:15])=[CH:13][CH:12]=[CH:11][C:10]=3[Cl:16])[C:5]=2[CH2:17][O:18][C@H:19]2[CH2:24][CH2:23][C@H:22]([C:25]3[CH:30]=[CH:29][C:28]([O:31]CC4C=CC(OC)=CC=4)=[CH:27][CH:26]=3)[CH2:21][CH2:20]2)[CH2:3][CH2:2]1.COC1C=CC=CC=1.FC(F)(F)C(O)=O. Given the product [CH:1]1([C:4]2[O:8][N:7]=[C:6]([C:9]3[C:10]([Cl:16])=[CH:11][CH:12]=[CH:13][C:14]=3[Cl:15])[C:5]=2[CH2:17][O:18][C@H:19]2[CH2:20][CH2:21][C@H:22]([C:25]3[CH:26]=[CH:27][C:28]([OH:31])=[CH:29][CH:30]=3)[CH2:23][CH2:24]2)[CH2:2][CH2:3]1, predict the reactants needed to synthesize it. (5) Given the product [NH2:20][C:21]1[C:22]([C:14]2[CH:15]=[CH:16][C:11]([S:10][CH3:9])=[CH:12][CH:13]=2)=[CH:23][C:24]([C:25]([O:27][CH3:28])=[O:26])=[CH:29][CH:30]=1, predict the reactants needed to synthesize it. The reactants are: [F-].[Cs+].COCCOC.[CH3:9][S:10][C:11]1[CH:16]=[CH:15][C:14](B(O)O)=[CH:13][CH:12]=1.[NH2:20][C:21]1[CH:30]=[CH:29][C:24]([C:25]([O:27][CH3:28])=[O:26])=[CH:23][C:22]=1I. (6) Given the product [NH2:38][C:39]([CH3:43])([CH3:42])[CH2:40][O:36][CH:7]([C:6]1[C:2]([CH3:1])=[N:3][O:4][C:5]=1[CH3:37])[C:8]1[O:9][C:10]2[CH:16]=[CH:15][C:14]([CH2:17][C:18]([NH:20][CH:21]([C:28]3[CH:33]=[CH:32][C:31]([CH3:34])=[CH:30][C:29]=3[CH3:35])[C:22]3[CH:27]=[CH:26][CH:25]=[CH:24][CH:23]=3)=[O:19])=[CH:13][C:11]=2[CH:12]=1, predict the reactants needed to synthesize it. The reactants are: [CH3:1][C:2]1[C:6]([CH:7]([OH:36])[C:8]2[O:9][C:10]3[CH:16]=[CH:15][C:14]([CH2:17][C:18]([NH:20][CH:21]([C:28]4[CH:33]=[CH:32][C:31]([CH3:34])=[CH:30][C:29]=4[CH3:35])[C:22]4[CH:27]=[CH:26][CH:25]=[CH:24][CH:23]=4)=[O:19])=[CH:13][C:11]=3[CH:12]=2)=[C:5]([CH3:37])[O:4][N:3]=1.[NH2:38][C:39]([CH3:43])([CH3:42])[CH2:40]O.C(O)(C(F)(F)F)=O. (7) Given the product [Cl:17][C:5]1[C:4]2[C:9](=[CH:10][CH:11]=[C:2]([CH3:1])[CH:3]=2)[N:8]=[CH:7][CH:6]=1, predict the reactants needed to synthesize it. The reactants are: [CH3:1][C:2]1[CH:3]=[C:4]2[C:9](=[CH:10][CH:11]=1)[NH:8][CH:7]=[CH:6][C:5]2=O.[OH-].[Na+].P(Cl)(Cl)([Cl:17])=O. (8) Given the product [CH:20]([N:10]([C:11]([C@H:13]1[CH2:14][CH2:15][C@H:16]([CH3:19])[CH2:17][CH2:18]1)=[O:12])[C:9]1[CH:8]=[C:7]([C:23]#[C:24][C:25]([F:26])([F:28])[F:27])[S:6][C:5]=1[C:3]([OH:4])=[O:2])([CH3:22])[CH3:21], predict the reactants needed to synthesize it. The reactants are: C[O:2][C:3]([C:5]1[S:6][C:7]([C:23]#[C:24][C:25]([F:28])([F:27])[F:26])=[CH:8][C:9]=1[N:10]([CH:20]([CH3:22])[CH3:21])[C:11]([C@H:13]1[CH2:18][CH2:17][C@H:16]([CH3:19])[CH2:15][CH2:14]1)=[O:12])=[O:4].C1COCC1.O.[OH-].[Li+].Cl. (9) The reactants are: [CH2:1]([N:8]1[CH2:13][CH2:12][NH:11][CH2:10][CH2:9]1)[C:2]1[CH:7]=[CH:6][CH:5]=[CH:4][CH:3]=1.[O:14]1[CH:18]=[CH:17][CH:16]=[C:15]1[CH2:19][CH2:20][C:21](Cl)=[O:22].C(N(CC)CC)C. Given the product [CH2:1]([N:8]1[CH2:13][CH2:12][N:11]([C:21](=[O:22])[CH2:20][CH2:19][C:15]2[O:14][CH:18]=[CH:17][CH:16]=2)[CH2:10][CH2:9]1)[C:2]1[CH:3]=[CH:4][CH:5]=[CH:6][CH:7]=1, predict the reactants needed to synthesize it.